Task: Predict the reaction yield, written as a fraction of the theoretical maximum amount of product (1.0 means a 100% yield; for example, 0.34 means a 34% yield).. Dataset: Reaction yield outcomes from USPTO patents with 853,638 reactions The reactants are [CH3:1][C:2]1[CH:7]=[CH:6][C:5]([CH2:8][N:9]([CH:22]2[CH2:27][CH2:26][N:25]([CH3:28])[CH2:24][CH2:23]2)[C:10](=[O:21])[CH2:11][C:12]2[CH:17]=[CH:16][C:15]([O:18]C)=[C:14]([OH:20])[CH:13]=2)=[CH:4][CH:3]=1.B(Br)(Br)Br. The catalyst is C(Cl)Cl. The product is [CH3:1][C:2]1[CH:3]=[CH:4][C:5]([CH2:8][N:9]([CH:22]2[CH2:27][CH2:26][N:25]([CH3:28])[CH2:24][CH2:23]2)[C:10](=[O:21])[CH2:11][C:12]2[CH:17]=[CH:16][C:15]([OH:18])=[C:14]([OH:20])[CH:13]=2)=[CH:6][CH:7]=1. The yield is 0.480.